From a dataset of Full USPTO retrosynthesis dataset with 1.9M reactions from patents (1976-2016). Predict the reactants needed to synthesize the given product. (1) Given the product [F:9][C:10]([F:16])([F:15])[S:11]([O-:14])(=[O:13])=[O:12].[F:1][C:2]1[CH:7]=[CH:6][CH:5]=[C:4]([F:8])[N+:3]=1[CH3:10], predict the reactants needed to synthesize it. The reactants are: [F:1][C:2]1[CH:7]=[CH:6][CH:5]=[C:4]([F:8])[N:3]=1.[F:9][C:10]([F:16])([F:15])[S:11]([OH:14])(=[O:13])=[O:12]. (2) Given the product [Cl:1][C:2]1[CH:7]=[CH:6][C:5]([NH:8][C:9]2[N:20]=[CH:19][CH:18]=[CH:17][C:10]=2[C:11]([NH:13][CH2:14][C:15]2[N:23]=[N:22][N:21]([CH2:24][C:25]3[CH:30]=[CH:29][CH:28]=[C:27]([O:31][C:32]4[CH:37]=[CH:36][CH:35]=[CH:34][CH:33]=4)[CH:26]=3)[CH:16]=2)=[O:12])=[CH:4][CH:3]=1, predict the reactants needed to synthesize it. The reactants are: [Cl:1][C:2]1[CH:7]=[CH:6][C:5]([NH:8][C:9]2[N:20]=[CH:19][CH:18]=[CH:17][C:10]=2[C:11]([NH:13][CH2:14][C:15]#[CH:16])=[O:12])=[CH:4][CH:3]=1.[N:21]([CH2:24][C:25]1[CH:30]=[CH:29][CH:28]=[C:27]([O:31][C:32]2[CH:37]=[CH:36][CH:35]=[CH:34][CH:33]=2)[CH:26]=1)=[N+:22]=[N-:23].O.O=C1O[C@H]([C@H](CO)O)C([O-])=C1O.[Na+]. (3) Given the product [F:16][CH:15]([F:17])[O:14][CH2:13][C@@H:9]([NH:8][C:6](=[O:7])[O:5][C:1]([CH3:2])([CH3:3])[CH3:4])[C:10]([NH:39][CH2:38][C:37]1[CH:40]=[CH:41][C:34]([F:33])=[CH:35][CH:36]=1)=[O:12], predict the reactants needed to synthesize it. The reactants are: [C:1]([O:5][C:6]([NH:8][C@H:9]([CH2:13][O:14][CH:15]([F:17])[F:16])[C:10]([OH:12])=O)=[O:7])([CH3:4])([CH3:3])[CH3:2].C(N(CC)CC)C.ClC(OCC(C)C)=O.[F:33][C:34]1[CH:41]=[CH:40][C:37]([CH2:38][NH2:39])=[CH:36][CH:35]=1. (4) Given the product [CH3:18][O:17][C:14]1[CH:15]=[C:16]2[C:11]([CH:10]=[C:9]([C:19]([O:21][CH3:22])=[O:20])[C:8](=[O:23])[N:7]2[CH2:6][CH:2]=[O:1])=[CH:12][CH:13]=1, predict the reactants needed to synthesize it. The reactants are: [O:1]1CCO[CH:2]1[CH2:6][N:7]1[C:16]2[C:11](=[CH:12][CH:13]=[C:14]([O:17][CH3:18])[CH:15]=2)[CH:10]=[C:9]([C:19]([O:21][CH3:22])=[O:20])[C:8]1=[O:23].FC(F)(F)C(O)=O. (5) Given the product [CH2:1]([O:8][C:9]1[CH:16]=[CH:15][CH:14]=[CH:13][C:10]=1[CH2:11][O:12][C:25]1[C:24]([F:27])=[CH:23][C:22]([CH2:28][CH2:29][C:30]([O:32][CH2:33][CH3:34])=[O:31])=[CH:21][C:20]=1[F:19])[C:2]1[CH:3]=[CH:4][CH:5]=[CH:6][CH:7]=1, predict the reactants needed to synthesize it. The reactants are: [CH2:1]([O:8][C:9]1[CH:16]=[CH:15][CH:14]=[CH:13][C:10]=1[CH:11]=[O:12])[C:2]1[CH:7]=[CH:6][CH:5]=[CH:4][CH:3]=1.[BH4-].[Na+].[F:19][C:20]1[CH:21]=[C:22]([CH2:28][CH2:29][C:30]([O:32][CH2:33][CH3:34])=[O:31])[CH:23]=[C:24]([F:27])[C:25]=1O.C(P(CCCC)CCCC)CCC.N(C(N1CCCCC1)=O)=NC(N1CCCCC1)=O.